From a dataset of Reaction yield outcomes from USPTO patents with 853,638 reactions. Predict the reaction yield, written as a fraction of the theoretical maximum amount of product (1.0 means a 100% yield; for example, 0.34 means a 34% yield). (1) The reactants are [CH3:1][O:2][C:3]1[CH:10]=[CH:9][C:6]([CH:7]=O)=[CH:5][C:4]=1[C:11]1[S:12][CH:13]=[CH:14][CH:15]=1.[C:16]([C:19]1[CH:27]=[CH:26][CH:25]=[CH:24][C:20]=1[C:21]([OH:23])=[O:22])(=[O:18])[CH3:17]. No catalyst specified. The product is [CH3:1][O:2][C:3]1[CH:10]=[CH:9][C:6](/[CH:7]=[CH:17]/[C:16]([C:19]2[CH:27]=[CH:26][CH:25]=[CH:24][C:20]=2[C:21]([OH:23])=[O:22])=[O:18])=[CH:5][C:4]=1[C:11]1[S:12][CH:13]=[CH:14][CH:15]=1. The yield is 0.440. (2) The reactants are [C:1]([O:5][C:6]([N:8]1[CH2:13][CH2:12][C:11](=[C:14]([C:26]2[CH:31]=[CH:30][CH:29]=[CH:28][CH:27]=2)[C:15]2[CH:16]=[N:17][CH:18]=[C:19]([CH2:21]CC(O)=O)[CH:20]=2)[CH2:10][CH2:9]1)=[O:7])([CH3:4])([CH3:3])[CH3:2].[H-].[H-].[H-].[H-].[Li+].[Al+3].C1C[O:41]CC1. No catalyst specified. The product is [C:1]([O:5][C:6]([N:8]1[CH2:13][CH2:12][C:11](=[C:14]([C:26]2[CH:31]=[CH:30][CH:29]=[CH:28][CH:27]=2)[C:15]2[CH:16]=[N:17][CH:18]=[C:19]([CH2:21][OH:41])[CH:20]=2)[CH2:10][CH2:9]1)=[O:7])([CH3:3])([CH3:2])[CH3:4]. The yield is 0.870. (3) The reactants are Cl.[F:2][C:3]([F:13])([F:12])[C:4]1[N:5]=[C:6]([C:9]([NH2:11])=[NH:10])[S:7][CH:8]=1.C([O:16][C:17]([C:19]([O:22][C:23]1[CH:28]=[CH:27][CH:26]=[CH:25][CH:24]=1)=[CH:20][O-])=O)C.[Na+].CC[O-].[Na+]. The catalyst is CCO. The product is [O:22]([C:19]1[C:17]([OH:16])=[N:10][C:9]([C:6]2[S:7][CH:8]=[C:4]([C:3]([F:2])([F:12])[F:13])[N:5]=2)=[N:11][CH:20]=1)[C:23]1[CH:28]=[CH:27][CH:26]=[CH:25][CH:24]=1. The yield is 0.810. (4) The reactants are [S:1]1[CH:5]=[CH:4][N:3]=[C:2]1[CH:6]([O:13][C:14]1[CH:15]=[CH:16][C:17]([CH2:23][CH2:24][C:25]2[CH:30]=[CH:29][C:28]([F:31])=[CH:27][CH:26]=2)=[C:18]([CH:22]=1)[C:19](O)=[O:20])[CH2:7][N:8]1[CH:12]=[CH:11][N:10]=[CH:9]1.Cl.[CH3:33][O:34][C:35](=[O:42])[C@H:36]([CH2:38][CH2:39][S:40][CH3:41])[NH2:37].CCN=C=NCCCN(C)C.Cl. The catalyst is CN(C1C=CN=CC=1)C.ClCCl. The product is [S:1]1[CH:5]=[CH:4][N:3]=[C:2]1[CH:6]([O:13][C:14]1[CH:15]=[CH:16][C:17]([CH2:23][CH2:24][C:25]2[CH:26]=[CH:27][C:28]([F:31])=[CH:29][CH:30]=2)=[C:18]([CH:22]=1)[C:19]([NH:37][C@@H:36]([CH2:38][CH2:39][S:40][CH3:41])[C:35]([O:34][CH3:33])=[O:42])=[O:20])[CH2:7][N:8]1[CH:12]=[CH:11][N:10]=[CH:9]1. The yield is 0.640. (5) The reactants are [Cl:1][C:2]1[CH:3]=[CH:4][C:5]([C:8]([F:15])([F:14])[C:9]([O:11]CC)=[O:10])=[N:6][CH:7]=1.CO.O.O.[OH-].[Li+]. The catalyst is O1CCCC1. The product is [Cl:1][C:2]1[CH:3]=[CH:4][C:5]([C:8]([F:15])([F:14])[C:9]([OH:11])=[O:10])=[N:6][CH:7]=1. The yield is 0.570. (6) The reactants are [Cl:1][C:2]1[C:3]([O:12][C:13]2[CH:18]=[C:17]([O:19][CH2:20][CH:21]3[CH2:25][CH2:24][CH2:23][O:22]3)[CH:16]=[CH:15][C:14]=2/[CH:26]=[CH:27]/[C:28]([OH:30])=O)=[N:4][CH:5]=[C:6]([C:8]([F:11])([F:10])[F:9])[CH:7]=1.Cl.C(N=C=NCCCN(C)C)C.[CH2:43]([S:48]([NH2:51])(=[O:50])=[O:49])[CH2:44][CH2:45][CH2:46][CH3:47].Cl. The catalyst is C(#N)C.CN(C)C1C=CN=CC=1.C(OCC)(=O)C. The product is [Cl:1][C:2]1[C:3]([O:12][C:13]2[CH:18]=[C:17]([O:19][CH2:20][CH:21]3[CH2:25][CH2:24][CH2:23][O:22]3)[CH:16]=[CH:15][C:14]=2/[CH:26]=[CH:27]/[C:28]([NH:51][S:48]([CH2:43][CH2:44][CH2:45][CH2:46][CH3:47])(=[O:50])=[O:49])=[O:30])=[N:4][CH:5]=[C:6]([C:8]([F:10])([F:9])[F:11])[CH:7]=1. The yield is 0.200.